From a dataset of Full USPTO retrosynthesis dataset with 1.9M reactions from patents (1976-2016). Predict the reactants needed to synthesize the given product. (1) Given the product [C:1]([CH2:4][NH:5][CH:6]1[CH2:10][CH2:9][N:8]([C:11]2[CH:12]=[CH:13][C:14]([NH:17][C:18](=[O:28])[CH:19]([C:21]3[CH:26]=[CH:25][C:24]([O:27][CH2:30][CH:31]4[CH2:34][CH2:33][CH2:32]4)=[CH:23][CH:22]=3)[CH3:20])=[CH:15][CH:16]=2)[CH2:7]1)(=[O:3])[CH3:2], predict the reactants needed to synthesize it. The reactants are: [C:1]([CH2:4][NH:5][CH:6]1[CH2:10][CH2:9][N:8]([C:11]2[CH:16]=[CH:15][C:14]([NH:17][C:18](=[O:28])[CH:19]([C:21]3[CH:26]=[CH:25][C:24]([OH:27])=[CH:23][CH:22]=3)[CH3:20])=[CH:13][CH:12]=2)[CH2:7]1)(=[O:3])[CH3:2].Br[CH2:30][CH:31]1[CH2:34][CH2:33][CH2:32]1. (2) Given the product [ClH:29].[NH:8]1[CH2:9][CH2:10][CH:11]([C:14]2[N:18]=[C:17]([C:19]3[CH:24]=[CH:23][CH:22]=[C:21]([C:25]([F:27])([F:28])[F:26])[N:20]=3)[NH:16][N:15]=2)[CH2:12][CH2:13]1, predict the reactants needed to synthesize it. The reactants are: C(OC([N:8]1[CH2:13][CH2:12][CH:11]([C:14]2[N:18]=[C:17]([C:19]3[CH:24]=[CH:23][CH:22]=[C:21]([C:25]([F:28])([F:27])[F:26])[N:20]=3)[NH:16][N:15]=2)[CH2:10][CH2:9]1)=O)(C)(C)C.[ClH:29]. (3) Given the product [Br:6][C:7]1[N:8]=[CH:9][C:10](/[CH:16]=[CH:17]/[CH:18]=[O:19])=[CH:11][CH:12]=1, predict the reactants needed to synthesize it. The reactants are: CC([Mg]Cl)C.[Br:6][C:7]1[CH:12]=[CH:11][C:10](Br)=[CH:9][N:8]=1.CN(C)[CH:16]=[CH:17][CH:18]=[O:19].Cl.